From a dataset of Full USPTO retrosynthesis dataset with 1.9M reactions from patents (1976-2016). Predict the reactants needed to synthesize the given product. (1) Given the product [CH:26]1([C:29]2[NH:33][N:32]=[C:31]([NH:34][C:2]3[C:3]4[NH:16][N:15]=[CH:14][C:4]=4[N:5]=[C:6]([C:8]4[CH:9]=[CH:10][CH:11]=[CH:12][CH:13]=4)[N:7]=3)[CH:30]=2)[CH2:28][CH2:27]1, predict the reactants needed to synthesize it. The reactants are: Cl[C:2]1[C:3]2[C:4](=[CH:14][N:15](CC3C=CC(OC)=CC=3)[N:16]=2)[N:5]=[C:6]([C:8]2[CH:13]=[CH:12][CH:11]=[CH:10][CH:9]=2)[N:7]=1.[CH:26]1([C:29]2[NH:33][N:32]=[C:31]([NH2:34])[CH:30]=2)[CH2:28][CH2:27]1.Cl. (2) Given the product [CH3:12][O:42][C:41]([C:2]1[CH:3]=[C:4]([CH:8]=[CH:9][C:10]=1[CH3:11])[C:5]([OH:7])=[O:6])=[O:44], predict the reactants needed to synthesize it. The reactants are: Br[C:2]1[CH:3]=[C:4]([CH:8]=[CH:9][C:10]=1[CH3:11])[C:5]([OH:7])=[O:6].[CH:12]1C=CC(P(C2C=CC=CC=2)CCCP(C2C=CC=CC=2)C2C=CC=CC=2)=CC=1.[C:41](=[O:44])([O-])[O-:42].[K+].[K+].[C]=O.Cl. (3) Given the product [ClH:1].[NH2:23][C@@H:19]1[CH2:20][CH2:21][CH2:22][N:17]([C:3]2[C:2]([Cl:1])=[CH:7][N:6]=[C:5]3[NH:8][CH:9]=[C:10]([NH:11][C:12](=[O:16])[CH2:13][O:14][CH3:15])[C:4]=23)[CH2:18]1, predict the reactants needed to synthesize it. The reactants are: [Cl:1][C:2]1[C:3]([N:17]2[CH2:22][CH2:21][CH2:20][C@@H:19]([NH:23]C(=O)OC(C)(C)C)[CH2:18]2)=[C:4]2[C:10]([NH:11][C:12](=[O:16])[CH2:13][O:14][CH3:15])=[CH:9][NH:8][C:5]2=[N:6][CH:7]=1.C(O)(C(F)(F)F)=O. (4) Given the product [C:1]([O:5][C:6](=[O:35])[NH:7][C@H:8]([C@@H:9]1[O:24][C:50](=[O:51])[N:11]([C:12]2([C:15]3[CH:20]=[CH:19][CH:18]=[C:17]([CH:21]([CH3:22])[CH3:23])[CH:16]=3)[CH2:13][CH2:14]2)[CH2:10]1)[CH2:25][C:26]1[CH:27]=[CH:28][C:29]([N+:32]([O-:34])=[O:33])=[CH:30][CH:31]=1)([CH3:3])([CH3:4])[CH3:2], predict the reactants needed to synthesize it. The reactants are: [C:1]([O:5][C:6](=[O:35])[NH:7][C@@H:8]([CH2:25][C:26]1[CH:31]=[CH:30][C:29]([N+:32]([O-:34])=[O:33])=[CH:28][CH:27]=1)[C@H:9]([OH:24])[CH2:10][NH:11][C:12]1([C:15]2[CH:20]=[CH:19][CH:18]=[C:17]([CH:21]([CH3:23])[CH3:22])[CH:16]=2)[CH2:14][CH2:13]1)([CH3:4])([CH3:3])[CH3:2].CCN(C(C)C)C(C)C.C1N=CN([C:50](N2C=NC=C2)=[O:51])C=1. (5) Given the product [NH2:38][C:37]([NH2:39])=[N:36][C:29]([C:26]1[CH:25]=[CH:24][C:23]2[C:22]3[C:17](=[CH:18][CH:19]=[CH:20][CH:21]=3)[N:16]([CH:13]([CH3:15])[CH3:14])[C:28]=2[CH:27]=1)=[O:31], predict the reactants needed to synthesize it. The reactants are: C1N=CN(C(N2C=NC=C2)=O)C=1.[CH:13]([N:16]1[C:28]2[CH:27]=[C:26]([C:29]([OH:31])=O)[CH:25]=[CH:24][C:23]=2[C:22]2[C:17]1=[CH:18][CH:19]=[CH:20][CH:21]=2)([CH3:15])[CH3:14].C(=O)(O)O.[NH2:36][C:37]([NH2:39])=[NH:38]. (6) The reactants are: I[C:2]1[C:7]([CH:8]=[O:9])=[CH:6][N:5]=[C:4]([O:10][CH3:11])[CH:3]=1.[CH3:12][Si:13]([C:16]#[CH:17])([CH3:15])[CH3:14].C(N(CC)CC)C. Given the product [CH3:11][O:10][C:4]1[CH:3]=[C:2]([C:17]#[C:16][Si:13]([CH3:15])([CH3:14])[CH3:12])[C:7]([CH:8]=[O:9])=[CH:6][N:5]=1, predict the reactants needed to synthesize it. (7) The reactants are: [Cl:1][C:2]1[CH:7]=[C:6]([CH2:8][OH:9])[CH:5]=[CH:4][C:3]=1[CH:10]([CH3:24])[C:11]([C:17]1[CH:22]=[CH:21][N:20]=[C:19]([Cl:23])[CH:18]=1)([OH:16])[C:12]([F:15])([F:14])[F:13].[CH3:25][O:26][C:27]([C:29]1[CH:30]=[N:31][C:32](Cl)=[N:33][CH:34]=1)=[O:28]. Given the product [CH3:25][O:26][C:27]([C:29]1[CH:30]=[N:31][C:32]([O:9][CH2:8][C:6]2[CH:5]=[CH:4][C:3]([CH:10]([CH3:24])[C:11]([C:17]3[CH:22]=[CH:21][N:20]=[C:19]([Cl:23])[CH:18]=3)([OH:16])[C:12]([F:15])([F:14])[F:13])=[C:2]([Cl:1])[CH:7]=2)=[N:33][CH:34]=1)=[O:28], predict the reactants needed to synthesize it.